This data is from Peptide-MHC class I binding affinity with 185,985 pairs from IEDB/IMGT. The task is: Regression. Given a peptide amino acid sequence and an MHC pseudo amino acid sequence, predict their binding affinity value. This is MHC class I binding data. The peptide sequence is RTFSILNRK. The MHC is HLA-B27:03 with pseudo-sequence HLA-B27:03. The binding affinity (normalized) is 0.0847.